The task is: Predict the product of the given reaction.. This data is from Forward reaction prediction with 1.9M reactions from USPTO patents (1976-2016). (1) Given the reactants [CH:1]1([NH:4][C@@H:5]2[CH2:9][CH2:8][N:7]([C:10]([O:12][C:13]([CH3:16])([CH3:15])[CH3:14])=[O:11])[CH2:6]2)[CH2:3][CH2:2]1.Br[C:18]1[CH:25]=[CH:24][C:21]([C:22]#[N:23])=[CH:20][N:19]=1, predict the reaction product. The product is: [C:22]([C:21]1[CH:24]=[CH:25][C:18]([N:4]([CH:1]2[CH2:2][CH2:3]2)[C@@H:5]2[CH2:9][CH2:8][N:7]([C:10]([O:12][C:13]([CH3:16])([CH3:15])[CH3:14])=[O:11])[CH2:6]2)=[N:19][CH:20]=1)#[N:23]. (2) Given the reactants [NH2:1][C@@H:2]([CH2:33][C:34]1[CH:39]=[CH:38][CH:37]=[CH:36][CH:35]=1)[C@@H:3]([OH:32])[CH2:4][C@H:5]([NH:19][C:20]([C@@H:22]([NH:27][C:28](=[O:31])[O:29][CH3:30])[C:23]([CH3:26])([CH3:25])[CH3:24])=[O:21])[CH2:6][C:7]1[CH:12]=[CH:11][C:10]([C:13]2[CH:18]=[CH:17][CH:16]=[CH:15][N:14]=2)=[CH:9][CH:8]=1.[CH3:40][C:41]([CH3:62])([CH3:61])[C@H:42]([N:46]1[CH2:50][C:49](=[O:51])[N:48]([CH2:52][C:53]2[CH:58]=[CH:57][CH:56]=[C:55]([CH3:59])[N:54]=2)[C:47]1=[O:60])[C:43](O)=[O:44].CCOP(ON1N=NC2C=CC=CC=2C1=O)(OCC)=O.C(N(CC)C(C)C)(C)C, predict the reaction product. The product is: [CH3:40][C:41]([CH3:62])([CH3:61])[C@H:42]([N:46]1[CH2:50][C:49](=[O:51])[N:48]([CH2:52][C:53]2[CH:58]=[CH:57][CH:56]=[C:55]([CH3:59])[N:54]=2)[C:47]1=[O:60])[C:43]([NH:1][C@@H:2]([CH2:33][C:34]1[CH:35]=[CH:36][CH:37]=[CH:38][CH:39]=1)[C@@H:3]([OH:32])[CH2:4][C@H:5]([NH:19][C:20]([C@@H:22]([NH:27][C:28](=[O:31])[O:29][CH3:30])[C:23]([CH3:26])([CH3:25])[CH3:24])=[O:21])[CH2:6][C:7]1[CH:12]=[CH:11][C:10]([C:13]2[CH:18]=[CH:17][CH:16]=[CH:15][N:14]=2)=[CH:9][CH:8]=1)=[O:44]. (3) Given the reactants I[C:2]1[CH:7]=[CH:6][N:5]=[C:4]2[N:8]([C:11]([C:24]3[CH:29]=[CH:28][CH:27]=[CH:26][CH:25]=3)([C:18]3[CH:23]=[CH:22][CH:21]=[CH:20][CH:19]=3)[C:12]3[CH:17]=[CH:16][CH:15]=[CH:14][CH:13]=3)[N:9]=[CH:10][C:3]=12.[N:30]1[CH:34]=[CH:33][CH2:32][N:31]=1.C([O-])([O-])=O.[Na+].[Na+], predict the reaction product. The product is: [NH:30]1[CH:34]=[C:33]([C:2]2[CH:7]=[CH:6][N:5]=[C:4]3[N:8]([C:11]([C:24]4[CH:25]=[CH:26][CH:27]=[CH:28][CH:29]=4)([C:12]4[CH:13]=[CH:14][CH:15]=[CH:16][CH:17]=4)[C:18]4[CH:19]=[CH:20][CH:21]=[CH:22][CH:23]=4)[N:9]=[CH:10][C:3]=23)[CH:32]=[N:31]1. (4) Given the reactants [CH2:1]([N:8]1[CH2:15][CH2:14][C:13]2([C:17]3[CH:18]=[C:19]([OH:23])[CH:20]=[CH:21][CH:22]=3)[CH2:16][CH:9]1[CH2:10][CH2:11][CH2:12]2)[C:2]1[CH:7]=[CH:6][CH:5]=[CH:4][CH:3]=1.C(N(CC)CC)C.C1C=CC(N([S:38]([C:41]([F:44])([F:43])[F:42])(=[O:40])=[O:39])[S:38]([C:41]([F:44])([F:43])[F:42])(=[O:40])=[O:39])=CC=1, predict the reaction product. The product is: [CH2:1]([N:8]1[CH2:15][CH2:14][C:13]2([C:17]3[CH:18]=[C:19]([O:23][S:38]([C:41]([F:44])([F:43])[F:42])(=[O:40])=[O:39])[CH:20]=[CH:21][CH:22]=3)[CH2:16][CH:9]1[CH2:10][CH2:11][CH2:12]2)[C:2]1[CH:3]=[CH:4][CH:5]=[CH:6][CH:7]=1. (5) Given the reactants [CH3:1][C:2]([C:20]1[CH:29]=[CH:28][C:23]([C:24]([O:26][CH3:27])=O)=[CH:22][CH:21]=1)([C:6]1[CH:11]=[CH:10][C:9]([O:12][CH2:13][C:14]2[CH:19]=[CH:18][CH:17]=[CH:16][N:15]=2)=[CH:8][N:7]=1)[CH:3]([CH3:5])[CH3:4].[C:30]1(C)C=CC=CC=1, predict the reaction product. The product is: [CH3:27][O:26][C:24]([C:23]1[CH:28]=[CH:29][C:20]([C:2]([C:6]2[CH:11]=[CH:10][C:9]([O:12][CH2:13][C:14]3[CH:19]=[CH:18][CH:17]=[CH:16][N:15]=3)=[CH:8][N:7]=2)([CH3:1])[CH:3]([CH3:5])[CH3:4])=[CH:21][CH:22]=1)=[CH2:30]. (6) Given the reactants BrC1C=C(C=C(C(C2C=CC=C(OC(F)F)C=2)(C)C)C=1)N.[Br:22][C:23]1[CH:24]=[C:25]([S:32]([N:35]2[CH2:44][CH2:43][C:42]3[C:37](=[CH:38][C:39]([F:45])=[CH:40][CH:41]=3)[CH2:36]2)(=[O:34])=[O:33])[CH:26]=[C:27]([N+:29]([O-])=O)[CH:28]=1, predict the reaction product. The product is: [Br:22][C:23]1[CH:28]=[C:27]([CH:26]=[C:25]([S:32]([N:35]2[CH2:44][CH2:43][C:42]3[C:37](=[CH:38][C:39]([F:45])=[CH:40][CH:41]=3)[CH2:36]2)(=[O:33])=[O:34])[CH:24]=1)[NH2:29]. (7) Given the reactants [F:1][C:2]1[CH:7]=[C:6]([C:8]([F:11])([F:10])[F:9])[CH:5]=[CH:4][C:3]=1[CH:12]1[CH2:17][C:16](=[O:18])[NH:15][C:14]([CH3:19])=[C:13]1[C:20](O)=[O:21].[NH2:23][C:24]1[CH:25]=[C:26]2[C:30](=[CH:31][CH:32]=1)[NH:29][N:28]=[C:27]2[CH3:33].C(Cl)CCl.CCN(CC)CC, predict the reaction product. The product is: [F:1][C:2]1[CH:7]=[C:6]([C:8]([F:9])([F:10])[F:11])[CH:5]=[CH:4][C:3]=1[CH:12]1[CH2:17][C:16](=[O:18])[NH:15][C:14]([CH3:19])=[C:13]1[C:20]([NH:23][C:24]1[CH:25]=[C:26]2[C:30](=[CH:31][CH:32]=1)[NH:29][N:28]=[C:27]2[CH3:33])=[O:21]. (8) Given the reactants [CH:1](=O)[CH2:2][CH2:3][CH2:4][CH:5]=[O:6].C(C(O)=O)[C:9]([CH2:11][C:12](O)=O)=O.[CH:18]1([NH2:21])[CH2:20][CH2:19]1.Cl, predict the reaction product. The product is: [CH:18]1([N:21]2[CH:3]3[CH2:2][CH2:1][CH2:9][CH:11]2[CH2:12][C:5](=[O:6])[CH2:4]3)[CH2:20][CH2:19]1. (9) Given the reactants [CH3:1][C:2]1[CH:7]=[CH:6][C:5]([S:8](Cl)(=[O:10])=[O:9])=[CH:4][CH:3]=1.[OH:12][CH2:13][C@@H:14]([N:16]1[C:24](=[O:25])[C:23]2[C:18](=[CH:19][CH:20]=[CH:21][CH:22]=2)[C:17]1=[O:26])[CH3:15], predict the reaction product. The product is: [CH3:1][C:2]1[CH:7]=[CH:6][C:5]([S:8]([O:12][CH2:13][C@@H:14]([N:16]2[C:24](=[O:25])[C:23]3[C:18](=[CH:19][CH:20]=[CH:21][CH:22]=3)[C:17]2=[O:26])[CH3:15])(=[O:10])=[O:9])=[CH:4][CH:3]=1. (10) Given the reactants [Cl:1][C:2]1[CH:3]=[C:4]([CH:7]=[CH:8][C:9]=1[F:10])[CH:5]=O.[C:11]([CH2:16][CH:17]=P(C1C=CC=CC=1)(C1C=CC=CC=1)C1C=CC=CC=1)([O:13][CH2:14][CH3:15])=[O:12], predict the reaction product. The product is: [Cl:1][C:2]1[CH:3]=[C:4](/[CH:5]=[C:16](\[CH3:17])/[C:11]([O:13][CH2:14][CH3:15])=[O:12])[CH:7]=[CH:8][C:9]=1[F:10].